From a dataset of Full USPTO retrosynthesis dataset with 1.9M reactions from patents (1976-2016). Predict the reactants needed to synthesize the given product. (1) Given the product [Br:1][C:2]1[CH:3]=[C:4]([NH:10][C:11]2[N:12]=[CH:13][N:14]([CH:16]3[CH2:21][CH2:20][NH:19][CH2:18][CH2:17]3)[CH:15]=2)[C:5](=[O:9])[N:6]([CH3:8])[CH:7]=1, predict the reactants needed to synthesize it. The reactants are: [Br:1][C:2]1[CH:3]=[C:4]([NH:10][C:11]2[N:12]=[CH:13][N:14]([CH:16]3[CH2:21][CH2:20][N:19](C(OC(C)(C)C)=O)[CH2:18][CH2:17]3)[CH:15]=2)[C:5](=[O:9])[N:6]([CH3:8])[CH:7]=1. (2) Given the product [C:1]1([S:7]([N:10]2[C:14]3=[N:15][CH:16]=[C:17]([S:19]([CH2:20][CH3:21])=[O:32])[CH:18]=[C:13]3[CH:12]=[C:11]2[C:22](=[O:29])[CH2:23][CH:24]2[CH2:28][CH2:27][CH2:26][CH2:25]2)(=[O:9])=[O:8])[CH:2]=[CH:3][CH:4]=[CH:5][CH:6]=1, predict the reactants needed to synthesize it. The reactants are: [C:1]1([S:7]([N:10]2[C:14]3=[N:15][CH:16]=[C:17]([S:19][CH2:20][CH3:21])[CH:18]=[C:13]3[CH:12]=[C:11]2[CH:22]([OH:29])[CH2:23][CH:24]2[CH2:28][CH2:27][CH2:26][CH2:25]2)(=[O:9])=[O:8])[CH:6]=[CH:5][CH:4]=[CH:3][CH:2]=1.CC(OI1(OC(C)=O)(OC(C)=O)OC(=O)C2C=CC=CC1=2)=[O:32]. (3) Given the product [F:18][C:19]1[CH:40]=[C:39]([C:2]2[C:3]3[C:4]4[CH:17]=[CH:16][S:15][C:5]=4[C:6](=[O:14])[NH:7][C:8]=3[CH:9]=[CH:10][C:11]=2[O:12][CH3:13])[CH:38]=[CH:37][C:20]=1[CH2:21][N:22]1[CH2:23][CH2:24][CH:25]([CH2:28][NH:29][C:30](=[O:36])[O:31][C:32]([CH3:35])([CH3:33])[CH3:34])[CH2:26][CH2:27]1, predict the reactants needed to synthesize it. The reactants are: Br[C:2]1[C:3]2[C:4]3[CH:17]=[CH:16][S:15][C:5]=3[C:6](=[O:14])[NH:7][C:8]=2[CH:9]=[CH:10][C:11]=1[O:12][CH3:13].[F:18][C:19]1[CH:40]=[C:39](B2OC(C)(C)C(C)(C)O2)[CH:38]=[CH:37][C:20]=1[CH2:21][N:22]1[CH2:27][CH2:26][CH:25]([CH2:28][NH:29][C:30](=[O:36])[O:31][C:32]([CH3:35])([CH3:34])[CH3:33])[CH2:24][CH2:23]1. (4) Given the product [Cl:1][C:2]1[CH:7]=[CH:6][C:5]([S:8]([NH:11][C@H:12]2[CH2:13][CH2:14][C@H:15]([C:18]([OH:20])=[O:19])[CH2:16][CH2:17]2)(=[O:10])=[O:9])=[CH:4][C:3]=1[NH:22][CH2:23][CH3:24], predict the reactants needed to synthesize it. The reactants are: [Cl:1][C:2]1[CH:7]=[CH:6][C:5]([S:8]([NH:11][C@H:12]2[CH2:17][CH2:16][C@H:15]([C:18]([O:20]C)=[O:19])[CH2:14][CH2:13]2)(=[O:10])=[O:9])=[CH:4][C:3]=1[NH:22][CH2:23][CH3:24].Cl. (5) Given the product [OH:10][C:9]1[CH:8]=[C:7]([CH3:11])[NH:6][C:5](=[O:12])[C:4]=1[C:1](=[O:3])[CH:2]=[CH:22][C:21]1[CH:24]=[CH:25][CH:26]=[C:19]([O:18][CH2:17][C:15]([O:14][CH3:13])=[O:16])[CH:20]=1, predict the reactants needed to synthesize it. The reactants are: [C:1]([C:4]1[C:5](=[O:12])[NH:6][C:7]([CH3:11])=[CH:8][C:9]=1[OH:10])(=[O:3])[CH3:2].[CH3:13][O:14][C:15]([CH2:17][O:18][C:19]1[CH:20]=[C:21]([CH:24]=[CH:25][CH:26]=1)[CH:22]=O)=[O:16].O. (6) Given the product [C:5]([C:6]1[C:7]([C:12]2[CH:17]=[CH:16][CH:15]=[CH:14][CH:13]=2)=[N:8][O:9][C:10]=1[CH3:11])#[CH:4], predict the reactants needed to synthesize it. The reactants are: CC(O)([C:4]#[C:5][C:6]1[C:7]([C:12]2[CH:17]=[CH:16][CH:15]=[CH:14][CH:13]=2)=[N:8][O:9][C:10]=1[CH3:11])C.[OH-].[K+]. (7) Given the product [N:14]1[CH:15]=[CH:10][N:11]=[CH:12][C:13]=1[NH:9][S:1]([N:4]1[CH2:5][CH2:33][C:32]2[C:7](=[CH:28][CH:29]=[CH:30][C:31]=2[C:36]2[CH:41]=[CH:40][C:39]([C:42]([F:44])([F:45])[F:43])=[CH:38][C:37]=2[C:46]2[CH2:51][CH2:50][N:49]([C:52]([O:54][C:55]([CH3:58])([CH3:57])[CH3:56])=[O:53])[CH2:48][CH:47]=2)[CH2:8]1)(=[O:2])=[O:3], predict the reactants needed to synthesize it. The reactants are: [S:1]([N:9]1[CH:13]=[CH:12][N:11]=[CH:10]1)([N:4]1[CH:8]=[CH:7]N=[CH:5]1)(=[O:3])=[O:2].[N:14]1C=CN=C[C:15]=1N.S(Cl)(Cl)(=O)=O.C1C2[C:30](=[C:31]([C:36]3[CH:41]=[CH:40][C:39]([C:42]([F:45])([F:44])[F:43])=[CH:38][C:37]=3[C:46]3[CH2:51][CH2:50][N:49]([C:52]([O:54][C:55]([CH3:58])([CH3:57])[CH3:56])=[O:53])[CH2:48][CH:47]=3)[CH:32]=[CH:33]C=2)[CH2:29][CH2:28]N1.C(N(CC)CC)C. (8) Given the product [CH3:15][N:16]([C:24]1[CH:29]=[CH:28][C:27]([C:2]2[CH:11]=[C:10]([N+:12]([O-:14])=[O:13])[C:9]3[C:4](=[CH:5][CH:6]=[CH:7][CH:8]=3)[N:3]=2)=[CH:26][CH:25]=1)[C:17](=[O:23])[O:18][C:19]([CH3:22])([CH3:20])[CH3:21], predict the reactants needed to synthesize it. The reactants are: Br[C:2]1[CH:11]=[C:10]([N+:12]([O-:14])=[O:13])[C:9]2[C:4](=[CH:5][CH:6]=[CH:7][CH:8]=2)[N:3]=1.[CH3:15][N:16]([C:24]1[CH:29]=[CH:28][C:27](B2OC(C)(C)C(C)(C)O2)=[CH:26][CH:25]=1)[C:17](=[O:23])[O:18][C:19]([CH3:22])([CH3:21])[CH3:20]. (9) Given the product [CH2:24]([N:22]([CH2:21][C:16]1[CH:17]=[C:18]([CH3:20])[CH:19]=[C:14]([C:12]2[O:11][N:10]=[C:9]([C:7]3[CH:6]=[C:5]([CH3:26])[C:4]([O:27][CH2:28][C@@H:30]4[CH2:31][O:32]4)=[C:3]([CH2:1][CH3:2])[CH:8]=3)[N:13]=2)[CH:15]=1)[CH3:23])[CH3:25], predict the reactants needed to synthesize it. The reactants are: [CH2:1]([C:3]1[CH:8]=[C:7]([C:9]2[N:13]=[C:12]([C:14]3[CH:19]=[C:18]([CH3:20])[CH:17]=[C:16]([CH2:21][N:22]([CH2:24][CH3:25])[CH3:23])[CH:15]=3)[O:11][N:10]=2)[CH:6]=[C:5]([CH3:26])[C:4]=1[OH:27])[CH3:2].[CH2:28]([C@@H:30]1[O:32][CH2:31]1)Cl. (10) The reactants are: C([O:4][C:5]1[CH:6]=[C:7]([C:11]2[CH:16]=[CH:15][C:14]([O:17][CH2:18][CH:19]=[CH2:20])=[CH:13][CH:12]=2)[CH:8]=[CH:9][CH:10]=1)C=C.[Al](Cl)([CH2:24][CH3:25])[CH2:22]C.[CH3:27][CH2:28][O:29][C:30]([CH3:32])=[O:31].[CH3:33][CH2:34][CH2:35]CCC. Given the product [CH2:35]([C:6]1[C:5]([OH:4])=[CH:10][CH:9]=[CH:8][C:7]=1[C:11]1[CH:12]=[CH:13][C:14]([OH:17])=[C:15]([CH2:27][CH:24]=[CH2:25])[CH:16]=1)[CH:34]=[CH2:33].[CH2:33]([C:5]1[CH:10]=[CH:9][C:8]([O:29][CH3:28])=[C:7]([C:11]2[CH:12]=[CH:13][C:14]([O:17][CH2:18][CH:19]=[CH2:20])=[CH:15][CH:16]=2)[CH:6]=1)[CH:34]=[CH2:35].[CH2:9]([C:10]1[CH:5]=[CH:6][C:7]([C:11]2[CH:12]=[CH:13][C:14]([OH:17])=[C:15]([CH2:35][CH:34]=[CH2:33])[CH:16]=2)=[CH:32][C:30]=1[OH:31])[CH:8]=[CH2:22].[CH2:35]([C:15]1[CH:16]=[C:11]([C:7]2[CH:8]=[C:9]([CH2:10][CH:5]=[CH2:6])[CH:22]=[CH:32][C:30]=2[O:29][CH3:28])[CH:12]=[CH:13][C:14]=1[OH:17])[CH:34]=[CH2:33], predict the reactants needed to synthesize it.